This data is from Full USPTO retrosynthesis dataset with 1.9M reactions from patents (1976-2016). The task is: Predict the reactants needed to synthesize the given product. (1) Given the product [Br:1][CH2:2][CH2:3][CH2:4][C:5]([NH:20][CH2:8][CH2:9][CH2:10][CH2:11][CH2:12][CH2:13][CH2:14][CH2:15][CH2:16][CH2:17][CH2:18][CH3:19])=[O:6], predict the reactants needed to synthesize it. The reactants are: [Br:1][CH2:2][CH2:3][CH2:4][C:5](Cl)=[O:6].[CH2:8]([NH2:20])[CH2:9][CH2:10][CH2:11][CH2:12][CH2:13][CH2:14][CH2:15][CH2:16][CH2:17][CH2:18][CH3:19].C(N(CC)CC)C. (2) Given the product [OH:26][C@H:25]([CH2:27][N:31]([CH:32]([CH3:34])[CH3:33])[CH:28]([CH3:30])[CH3:29])[CH2:24][O:23][C:17]1[CH:16]=[C:15]2[C:20]([C:11]([O:10][C:6]3[CH:5]=[C:4]4[C:9](=[CH:8][CH:7]=3)[NH:1][CH:2]=[CH:3]4)=[N:12][CH:13]=[N:14]2)=[CH:19][C:18]=1[O:21][CH3:22], predict the reactants needed to synthesize it. The reactants are: [NH:1]1[C:9]2[C:4](=[CH:5][C:6]([O:10][C:11]3[C:20]4[C:15](=[CH:16][C:17]([O:23][CH2:24][C@H:25]5[CH2:27][O:26]5)=[C:18]([O:21][CH3:22])[CH:19]=4)[N:14]=[CH:13][N:12]=3)=[CH:7][CH:8]=2)[CH:3]=[CH:2]1.[CH:28]([NH:31][CH:32]([CH3:34])[CH3:33])([CH3:30])[CH3:29]. (3) Given the product [Br:1][C:2]1[C:3]([O:9][CH3:10])=[N:4][C:5]([NH:18][C:15]2[CH:16]=[CH:17][C:12]([F:11])=[C:13]([N+:19]([O-:21])=[O:20])[CH:14]=2)=[N:6][CH:7]=1, predict the reactants needed to synthesize it. The reactants are: [Br:1][C:2]1[C:3]([O:9][CH3:10])=[N:4][C:5](Cl)=[N:6][CH:7]=1.[F:11][C:12]1[CH:17]=[CH:16][C:15]([NH2:18])=[CH:14][C:13]=1[N+:19]([O-:21])=[O:20]. (4) The reactants are: C(Cl)(=O)C(Cl)=O.[CH3:7][N:8]([CH3:29])[S:9]([C:12]1[CH:13]=[CH:14][C:15]([O:21][CH2:22][C:23]2[CH:28]=[CH:27][CH:26]=[CH:25][CH:24]=2)=[C:16]([CH:20]=1)[C:17](O)=[O:18])(=[O:11])=[O:10].[N:30]1[CH:35]=[CH:34][CH:33]=[C:32]([NH2:36])[CH:31]=1.C(N(C(C)C)CC)(C)C. Given the product [CH3:7][N:8]([CH3:29])[S:9]([C:12]1[CH:13]=[CH:14][C:15]([O:21][CH2:22][C:23]2[CH:28]=[CH:27][CH:26]=[CH:25][CH:24]=2)=[C:16]([CH:20]=1)[C:17]([NH:36][C:32]1[CH:31]=[N:30][CH:35]=[CH:34][CH:33]=1)=[O:18])(=[O:10])=[O:11], predict the reactants needed to synthesize it. (5) Given the product [CH2:34]1[C:35]2[C:40](=[CH:39][CH:38]=[CH:37][CH:36]=2)[CH2:41][CH:33]1[NH:32][C:13](=[O:15])/[C:12](=[CH:16]/[C:17]1[CH:22]=[CH:21][C:20]([N:23]2[CH:27]=[C:26]([CH3:28])[N:25]=[CH:24]2)=[C:19]([O:29][CH3:30])[CH:18]=1)/[CH2:11][CH2:10][CH2:9][Cl:8], predict the reactants needed to synthesize it. The reactants are: FC(F)(F)C(O)=O.[Cl:8][CH2:9][CH2:10][CH2:11]/[C:12](=[CH:16]\[C:17]1[CH:22]=[CH:21][C:20]([N:23]2[CH:27]=[C:26]([CH3:28])[N:25]=[CH:24]2)=[C:19]([O:29][CH3:30])[CH:18]=1)/[C:13]([OH:15])=O.Cl.[NH2:32][CH:33]1[CH2:41][C:40]2[C:35](=[CH:36][CH:37]=[CH:38][CH:39]=2)[CH2:34]1.C(N(C(C)C)CC)(C)C.C1C=CC2N(O)N=NC=2C=1.O.C(=O)(O)[O-].[Na+]. (6) Given the product [CH3:2][C@H:3]1[CH2:7][CH2:6][CH2:5][N:4]1[CH2:13][CH2:14][C:15]1[O:16][C:17]2[CH:23]=[CH:22][C:21]([C:24]3[N:25]=[CH:26][C:27]([C:30]([N:32]4[CH2:37][CH2:36][O:35][CH2:34][CH2:33]4)=[O:31])=[CH:28][CH:29]=3)=[CH:20][C:18]=2[CH:19]=1, predict the reactants needed to synthesize it. The reactants are: Br.[CH3:2][C@H:3]1[CH2:7][CH2:6][CH2:5][NH:4]1.CS(O[CH2:13][CH2:14][C:15]1[O:16][C:17]2[CH:23]=[CH:22][C:21]([C:24]3[CH:29]=[CH:28][C:27]([C:30]([N:32]4[CH2:37][CH2:36][O:35][CH2:34][CH2:33]4)=[O:31])=[CH:26][N:25]=3)=[CH:20][C:18]=2[CH:19]=1)(=O)=O.